From a dataset of Peptide-MHC class I binding affinity with 185,985 pairs from IEDB/IMGT. Regression. Given a peptide amino acid sequence and an MHC pseudo amino acid sequence, predict their binding affinity value. This is MHC class I binding data. (1) The peptide sequence is FLLQQCKPV. The MHC is HLA-B08:01 with pseudo-sequence HLA-B08:01. The binding affinity (normalized) is 0.810. (2) The peptide sequence is KSGLFQFFV. The MHC is HLA-A02:01 with pseudo-sequence HLA-A02:01. The binding affinity (normalized) is 0.737. (3) The peptide sequence is FMRERQLPQ. The MHC is HLA-A30:02 with pseudo-sequence HLA-A30:02. The binding affinity (normalized) is 0.213. (4) The peptide sequence is RSTELQNITF. The MHC is H-2-Kb with pseudo-sequence H-2-Kb. The binding affinity (normalized) is 0.162. (5) The peptide sequence is DIKLIDIAL. The MHC is HLA-B48:01 with pseudo-sequence HLA-B48:01. The binding affinity (normalized) is 0.0847. (6) The MHC is HLA-B08:01 with pseudo-sequence HLA-B08:01. The peptide sequence is YFSGIMVRL. The binding affinity (normalized) is 0.0847. (7) The peptide sequence is IQYPLWWGH. The MHC is HLA-B08:02 with pseudo-sequence HLA-B08:02. The binding affinity (normalized) is 0.0847.